This data is from Full USPTO retrosynthesis dataset with 1.9M reactions from patents (1976-2016). The task is: Predict the reactants needed to synthesize the given product. Given the product [CH3:22][C:23]1[S:24][C:25]([C:31]2[CH:32]=[C:33]([CH3:37])[CH:34]=[CH:35][CH:36]=2)=[C:26]([C:28]([N:3]2[CH2:4][C@H:5]3[C@H:1]([CH2:8][CH2:7][CH2:6]3)[C@H:2]2[CH2:9][NH:10][C:11]([C:13]2[C:17]3[CH:18]=[CH:19][CH:20]=[CH:21][C:16]=3[S:15][N:14]=2)=[O:12])=[O:29])[N:27]=1, predict the reactants needed to synthesize it. The reactants are: [C@H:1]12[CH2:8][CH2:7][CH2:6][C@H:5]1[CH2:4][NH:3][C@@H:2]2[CH2:9][NH:10][C:11]([C:13]1[C:17]2[CH:18]=[CH:19][CH:20]=[CH:21][C:16]=2[S:15][N:14]=1)=[O:12].[CH3:22][C:23]1[S:24][C:25]([C:31]2[CH:32]=[C:33]([CH3:37])[CH:34]=[CH:35][CH:36]=2)=[C:26]([C:28](O)=[O:29])[N:27]=1.